This data is from Catalyst prediction with 721,799 reactions and 888 catalyst types from USPTO. The task is: Predict which catalyst facilitates the given reaction. Reactant: [CH:1]1([C:4]2[C:5]([N:26]([CH2:31][CH2:32][CH:33]([CH3:35])[CH3:34])[S:27]([CH3:30])(=[O:29])=[O:28])=[CH:6][C:7]3[O:11][C:10]([C:12]4[CH:17]=[CH:16][C:15]([F:18])=[CH:14][CH:13]=4)=[C:9]([C:19]4[NH:23][C:22](=[O:24])[O:21][N:20]=4)[C:8]=3[CH:25]=2)[CH2:3][CH2:2]1.Br[CH2:37][CH2:38][Cl:39].N12CCCN=C1CCCCC2. Product: [Cl:39][CH2:38][CH2:37][N:23]1[C:22](=[O:24])[O:21][N:20]=[C:19]1[C:9]1[C:8]2[CH:25]=[C:4]([CH:1]3[CH2:3][CH2:2]3)[C:5]([N:26]([CH2:31][CH2:32][CH:33]([CH3:35])[CH3:34])[S:27]([CH3:30])(=[O:28])=[O:29])=[CH:6][C:7]=2[O:11][C:10]=1[C:12]1[CH:17]=[CH:16][C:15]([F:18])=[CH:14][CH:13]=1. The catalyst class is: 80.